This data is from Catalyst prediction with 721,799 reactions and 888 catalyst types from USPTO. The task is: Predict which catalyst facilitates the given reaction. (1) Reactant: Cl[N:2]1[CH:11]=[C:10]([Cl:12])[C:9]2[C:4](=[CH:5][C:6]([O:13][CH3:14])=[CH:7][CH:8]=2)[CH2:3]1.[CH:15]([O:18][C:19]1[CH:24]=[CH:23][C:22](B(O)O)=[CH:21][CH:20]=1)([CH3:17])[CH3:16].C([O-])([O-])=O.[K+].[K+]. Product: [Cl:12][C:10]1[C:9]2[C:4](=[CH:5][C:6]([O:13][CH3:14])=[CH:7][CH:8]=2)[CH2:3][N:2]([C:22]2[CH:23]=[CH:24][C:19]([O:18][CH:15]([CH3:17])[CH3:16])=[CH:20][CH:21]=2)[CH:11]=1. The catalyst class is: 38. (2) Reactant: FC(F)(F)S(O[C:7]1[C:16]2[C:11](=[CH:12][C:13]([C:17]#[N:18])=[CH:14][CH:15]=2)[CH2:10][CH2:9][CH:8]=1)(=O)=O.C1(P(C2C=CC=CC=2)C2C=CC=CC=2)C=CC=CC=1.C1([O-])C=CC=CC=1.[K+].[B:48]1([B:48]2[O:52][C:51]([CH3:54])([CH3:53])[C:50]([CH3:56])([CH3:55])[O:49]2)[O:52][C:51]([CH3:54])([CH3:53])[C:50]([CH3:56])([CH3:55])[O:49]1. Product: [CH3:55][C:50]1([CH3:56])[C:51]([CH3:54])([CH3:53])[O:52][B:48]([C:7]2[C:16]3[CH:15]=[CH:14][C:13]([C:17]#[N:18])=[CH:12][C:11]=3[CH2:10][CH2:9][CH:8]=2)[O:49]1. The catalyst class is: 747. (3) Reactant: Cl.Cl.[F:3][C:4]1[CH:5]=[C:6]([CH:8]=[C:9]([CH2:17][NH:18][CH3:19])[C:10]=1[O:11][C@H:12]1[CH2:16][CH2:15][O:14][CH2:13]1)[NH2:7].C(N(CC)C(C)C)(C)C.[CH2:29]([O:36][C:37]([O:39]N1C(=O)CCC1=O)=O)[C:30]1[CH:35]=[CH:34][CH:33]=[CH:32][CH:31]=1. Product: [NH2:7][C:6]1[CH:5]=[C:4]([F:3])[C:10]([O:11][C@H:12]2[CH2:16][CH2:15][O:14][CH2:13]2)=[C:9]([CH:8]=1)[CH2:17][N:18]([CH3:19])[C:37](=[O:39])[O:36][CH2:29][C:30]1[CH:31]=[CH:32][CH:33]=[CH:34][CH:35]=1. The catalyst class is: 3. (4) Reactant: [ClH:1].[O:2]1[C:6]2[CH:7]=[CH:8][C:9]([C@@H:11]3[C:16]4[NH:17][C:18]5[C:23]([C:15]=4[CH2:14][C@H:13]([C:24]([O:26][CH3:27])=[O:25])[NH:12]3)=[CH:22][CH:21]=[CH:20][CH:19]=5)=[CH:10][C:5]=2[O:4][CH2:3]1.[O:28]1CC[CH2:30][CH2:29]1.O. Product: [O:2]1[C:6]2[CH:7]=[CH:8][C:9]([C@@H:11]3[C:16]4[NH:17][C:18]5[C:23]([C:15]=4[CH2:14][C@H:13]([C:24]([O:26][CH3:27])=[O:25])[N:12]3[C:29](=[O:28])[CH2:30][Cl:1])=[CH:22][CH:21]=[CH:20][CH:19]=5)=[CH:10][C:5]=2[O:4][CH2:3]1. The catalyst class is: 657. (5) Reactant: Cl[C:2]1[N:6]([CH3:7])[C:5]2[C:8]([N:12]3[C:16]([CH2:17][CH3:18])=[CH:15][C:14]([CH2:19][CH3:20])=[N:13]3)=[CH:9][CH:10]=[CH:11][C:4]=2[N:3]=1.[Br:21][C:22]1[CH:28]=[C:27]([CH3:29])[C:25]([NH2:26])=[C:24]([O:30][CH3:31])[CH:23]=1.CN1CCCC1=O.C(=O)([O-])O.[Na+]. Product: [Br:21][C:22]1[CH:28]=[C:27]([CH3:29])[C:25]([NH:26][C:2]2[N:6]([CH3:7])[C:5]3[C:8]([N:12]4[C:16]([CH2:17][CH3:18])=[CH:15][C:14]([CH2:19][CH3:20])=[N:13]4)=[CH:9][CH:10]=[CH:11][C:4]=3[N:3]=2)=[C:24]([O:30][CH3:31])[CH:23]=1. The catalyst class is: 13.